This data is from Catalyst prediction with 721,799 reactions and 888 catalyst types from USPTO. The task is: Predict which catalyst facilitates the given reaction. (1) Product: [CH2:12]([C@H:11]([NH:19][C:20](=[O:30])[O:21][C@@H:22]1[C@H:29]2[C@H:25]([O:26][CH2:27][CH2:28]2)[O:24][CH2:23]1)[C@H:10]([OH:31])[CH2:9][N:8]([CH2:7][C:6]([CH3:44])([CH3:43])[CH2:5][CH2:4][CH2:3][CH2:2][NH:1][C:56]([N:55]([CH3:59])[CH3:54])=[O:57])[S:32]([C:35]1[CH:40]=[CH:39][CH:38]=[C:37]([NH:41][CH3:42])[CH:36]=1)(=[O:34])=[O:33])[C:13]1[CH:14]=[CH:15][CH:16]=[CH:17][CH:18]=1. The catalyst class is: 1. Reactant: [NH2:1][CH2:2][CH2:3][CH2:4][CH2:5][C:6]([CH3:44])([CH3:43])[CH2:7][N:8]([S:32]([C:35]1[CH:40]=[CH:39][CH:38]=[C:37]([NH:41][CH3:42])[CH:36]=1)(=[O:34])=[O:33])[CH2:9][C@@H:10]([OH:31])[C@@H:11]([NH:19][C:20](=[O:30])[O:21][C@@H:22]1[C@H:29]2[C@H:25]([O:26][CH2:27][CH2:28]2)[O:24][CH2:23]1)[CH2:12][C:13]1[CH:18]=[CH:17][CH:16]=[CH:15][CH:14]=1.C(N(CC)C(C)C)(C)C.[CH3:54][N:55]([CH3:59])[C:56](Cl)=[O:57]. (2) Reactant: [N+:1]([C:4]1[CH:5]=[C:6]2[C:12]([C:13]3[CH:18]=[CH:17][N:16]=[C:15]([NH2:19])[N:14]=3)=[CH:11][NH:10][C:7]2=[N:8][CH:9]=1)([O-])=O.CO. Product: [NH2:19][C:15]1[N:14]=[C:13]([C:12]2[C:6]3[C:7](=[N:8][CH:9]=[C:4]([NH2:1])[CH:5]=3)[NH:10][CH:11]=2)[CH:18]=[CH:17][N:16]=1. The catalyst class is: 256. (3) Reactant: [Br:1][C:2]1[CH:10]=[CH:9][CH:8]=[C:7]2[C:3]=1[CH:4]=[N:5][NH:6]2.[F:11][C:12]1[CH:17]=[CH:16][C:15](B(O)O)=[CH:14][N:13]=1.N1C=CC=CC=1. Product: [Br:1][C:2]1[CH:10]=[CH:9][CH:8]=[C:7]2[C:3]=1[CH:4]=[N:5][N:6]2[C:15]1[CH:14]=[N:13][C:12]([F:11])=[CH:17][CH:16]=1. The catalyst class is: 2. (4) Reactant: [CH2:1](O)[CH2:2]/[CH:3]=[CH:4]/[CH2:5][CH2:6][CH2:7][CH3:8].C1(P(C2C=CC=CC=2)C2C=CC=CC=2)C=CC=CC=1.C1C(=O)N([Br:36])C(=O)C1. Product: [Br:36][CH2:1][CH2:2]/[CH:3]=[CH:4]/[CH2:5][CH2:6][CH2:7][CH3:8]. The catalyst class is: 3. (5) Reactant: C(OC(=O)C)(=O)C.[N+:8]([O-:11])(O)=[O:9].[Cl:12][C:13]1[CH:18]=[C:17]([O:19][CH3:20])[CH:16]=[CH:15][C:14]=1[CH3:21]. Product: [Cl:12][C:13]1[CH:18]=[C:17]([O:19][CH3:20])[C:16]([N+:8]([O-:11])=[O:9])=[CH:15][C:14]=1[CH3:21]. The catalyst class is: 6. (6) Reactant: [H][H].[F:3][C:4]1[C:9]([O:10][CH2:11][CH2:12][CH2:13][O:14][CH3:15])=[CH:8][C:7]([NH2:16])=[C:6]([N+:17]([O-])=O)[CH:5]=1. Product: [F:3][C:4]1[CH:5]=[C:6]([NH2:17])[C:7]([NH2:16])=[CH:8][C:9]=1[O:10][CH2:11][CH2:12][CH2:13][O:14][CH3:15]. The catalyst class is: 29. (7) The catalyst class is: 2. Reactant: [C:1]([NH:8][CH2:9][CH2:10][CH2:11][OH:12])([O:3][C:4]([CH3:7])([CH3:6])[CH3:5])=[O:2].[CH3:13][S:14](Cl)(=[O:16])=[O:15]. Product: [CH3:13][S:14]([O:12][CH2:11][CH2:10][CH2:9][NH:8][C:1]([O:3][C:4]([CH3:5])([CH3:6])[CH3:7])=[O:2])(=[O:16])=[O:15]. (8) Reactant: [F:1][C:2]([F:11])([F:10])[C:3]1[CH:4]=[C:5]([SH:9])[CH:6]=[CH:7][CH:8]=1.C([O-])([O-])=O.[K+].[K+].N#N.CS(O[CH:25]1[CH2:30][CH2:29][O:28][CH:27]([C:31]2[CH:32]=[N:33][C:34]([O:37][CH:38]([CH3:40])[CH3:39])=[CH:35][CH:36]=2)[CH2:26]1)(=O)=O. Product: [CH:38]([O:37][C:34]1[CH:35]=[CH:36][C:31]([CH:27]2[CH2:26][CH:25]([S:9][C:5]3[CH:6]=[CH:7][CH:8]=[C:3]([C:2]([F:1])([F:10])[F:11])[CH:4]=3)[CH2:30][CH2:29][O:28]2)=[CH:32][N:33]=1)([CH3:40])[CH3:39]. The catalyst class is: 23. (9) Reactant: [CH2:1]([C@@H:3]1[CH2:20][C:19]2[CH2:18][C:17]([O:21]C)=[CH:16][CH2:15][C:14]=2[C@@H:13]2[C@@H:4]1[C:5]1[C@@:9]([CH2:11][CH2:12]2)([CH3:10])[C@@H:8]([OH:23])[CH2:7][C:6]=1[CH3:24])[CH3:2].C(O)(=O)C(O)=O. Product: [CH2:1]([C@@H:3]1[CH2:20][C:19]2[CH2:18][C:17](=[O:21])[CH2:16][CH2:15][C:14]=2[C@@H:13]2[C@@H:4]1[C:5]1[C@@:9]([CH2:11][CH2:12]2)([CH3:10])[C@@H:8]([OH:23])[CH2:7][C:6]=1[CH3:24])[CH3:2]. The catalyst class is: 364. (10) Reactant: CC(C)([O-])C.[K+].[C:7]([CH2:9]P(=O)(OCC)OCC)#[N:8].[CH3:18][Si:19]([CH3:46])([CH3:45])[CH2:20][CH2:21][O:22][CH2:23][N:24]1[C:28]2[N:29]=[CH:30][N:31]=[C:32]([C:33]3[CH:34]=[N:35][N:36]([CH:38]4[CH2:43][CH2:42][C:41](=O)[CH2:40][CH2:39]4)[CH:37]=3)[C:27]=2[CH:26]=[CH:25]1. Product: [CH3:18][Si:19]([CH3:46])([CH3:45])[CH2:20][CH2:21][O:22][CH2:23][N:24]1[C:28]2[N:29]=[CH:30][N:31]=[C:32]([C:33]3[CH:34]=[N:35][N:36]([CH:38]4[CH2:43][CH2:42][C:41](=[CH:9][C:7]#[N:8])[CH2:40][CH2:39]4)[CH:37]=3)[C:27]=2[CH:26]=[CH:25]1. The catalyst class is: 1.